This data is from Experimentally validated miRNA-target interactions with 360,000+ pairs, plus equal number of negative samples. The task is: Binary Classification. Given a miRNA mature sequence and a target amino acid sequence, predict their likelihood of interaction. The miRNA is mmu-miR-466f with sequence ACGUGUGUGUGCAUGUGCAUGU. The protein sequence of the target gene is MQACEGSAAGRRAFDSICPNRMLDLSRRTLGKPGKPERKFVPSWKSFSGCGGGSPVAVYEDPPDAEPAPLPALTTIDLQDLADCTSLLGTEASPSGDSSASQNPSLQTEEDFNLQNFRDAMDDLIADSSSLMSPPLTNSDFPFSPCDVSSFGSCLSPSLDPPALGSPDLPPPPTEQYWKEVADQNQRALGTALIENNQLHVTLTQKQEEIASLRERNVQLKELASRTRHLASVLDKLMITQSPAEPFQIKATTKRSLEELFCAAGQAGQGCAEVDAILRDISQRCEEALHNRDPKRPRLQ.... Result: 1 (interaction).